Dataset: Retrosynthesis with 50K atom-mapped reactions and 10 reaction types from USPTO. Task: Predict the reactants needed to synthesize the given product. (1) The reactants are: Nc1cc(Cl)c(I)cc1N.OB(O)c1cccc(Cl)c1Cl. Given the product Nc1cc(Cl)c(-c2cccc(Cl)c2Cl)cc1N, predict the reactants needed to synthesize it. (2) Given the product Oc1cc(Cl)nnc1Oc1cccc(C(F)(F)F)c1, predict the reactants needed to synthesize it. The reactants are: Oc1cc(Cl)nnc1Cl.Oc1cccc(C(F)(F)F)c1.